This data is from Full USPTO retrosynthesis dataset with 1.9M reactions from patents (1976-2016). The task is: Predict the reactants needed to synthesize the given product. (1) Given the product [Cl:1][C:2]1[CH:3]=[CH:4][C:5]2[N:11]3[CH:12]=[CH:13][N:14]=[C:10]3[C@@H:9]([CH2:15][CH2:16][OH:17])[O:8][C@H:7]([C:21]3[CH:26]=[CH:25][CH:24]=[C:23]([O:27][CH3:28])[C:22]=3[O:29][CH3:30])[C:6]=2[CH:31]=1, predict the reactants needed to synthesize it. The reactants are: [Cl:1][C:2]1[CH:3]=[CH:4][C:5]2[N:11]3[CH:12]=[CH:13][N:14]=[C:10]3[C@@H:9]([CH2:15][CH:16]3OCC[O:17]3)[O:8][C@H:7]([C:21]3[CH:26]=[CH:25][CH:24]=[C:23]([O:27][CH3:28])[C:22]=3[O:29][CH3:30])[C:6]=2[CH:31]=1.Cl(O)(=O)(=O)=O. (2) Given the product [CH:1]([O:4][C:5](=[O:34])[CH2:6][CH2:7][CH2:8][CH2:9][CH2:10][O:11][C:12]1[C:13]([NH:33][S:42]([C:38]2[CH:39]=[CH:40][CH:41]=[C:36]([CH3:35])[CH:37]=2)(=[O:44])=[O:43])=[CH:14][C:15]2[N:19]=[C:18]([C:20]3[CH:21]=[CH:22][CH:23]=[CH:24][CH:25]=3)[N:17]([C:26]3[CH:27]=[CH:28][CH:29]=[CH:30][CH:31]=3)[C:16]=2[CH:32]=1)([CH3:3])[CH3:2], predict the reactants needed to synthesize it. The reactants are: [CH:1]([O:4][C:5](=[O:34])[CH2:6][CH2:7][CH2:8][CH2:9][CH2:10][O:11][C:12]1[C:13]([NH2:33])=[CH:14][C:15]2[N:19]=[C:18]([C:20]3[CH:25]=[CH:24][CH:23]=[CH:22][CH:21]=3)[N:17]([C:26]3[CH:31]=[CH:30][CH:29]=[CH:28][CH:27]=3)[C:16]=2[CH:32]=1)([CH3:3])[CH3:2].[CH3:35][C:36]1[CH:37]=[C:38]([S:42](Cl)(=[O:44])=[O:43])[CH:39]=[CH:40][CH:41]=1.